This data is from NCI-60 drug combinations with 297,098 pairs across 59 cell lines. The task is: Regression. Given two drug SMILES strings and cell line genomic features, predict the synergy score measuring deviation from expected non-interaction effect. (1) Drug 1: CN1C(=O)N2C=NC(=C2N=N1)C(=O)N. Drug 2: COC1=C2C(=CC3=C1OC=C3)C=CC(=O)O2. Cell line: K-562. Synergy scores: CSS=14.5, Synergy_ZIP=-5.27, Synergy_Bliss=-4.50, Synergy_Loewe=11.9, Synergy_HSA=-0.841. (2) Drug 1: CS(=O)(=O)C1=CC(=C(C=C1)C(=O)NC2=CC(=C(C=C2)Cl)C3=CC=CC=N3)Cl. Drug 2: CN(CC1=CN=C2C(=N1)C(=NC(=N2)N)N)C3=CC=C(C=C3)C(=O)NC(CCC(=O)O)C(=O)O. Cell line: SF-295. Synergy scores: CSS=29.7, Synergy_ZIP=0.208, Synergy_Bliss=-2.15, Synergy_Loewe=-2.61, Synergy_HSA=-1.40. (3) Drug 1: C1CCC(CC1)NC(=O)N(CCCl)N=O. Drug 2: CC1C(C(CC(O1)OC2CC(CC3=C2C(=C4C(=C3O)C(=O)C5=CC=CC=C5C4=O)O)(C(=O)C)O)N)O. Cell line: NCI-H522. Synergy scores: CSS=55.1, Synergy_ZIP=-0.213, Synergy_Bliss=3.35, Synergy_Loewe=5.24, Synergy_HSA=5.79. (4) Drug 1: COC1=C(C=C2C(=C1)N=CN=C2NC3=CC(=C(C=C3)F)Cl)OCCCN4CCOCC4. Drug 2: CC1CCC2CC(C(=CC=CC=CC(CC(C(=O)C(C(C(=CC(C(=O)CC(OC(=O)C3CCCCN3C(=O)C(=O)C1(O2)O)C(C)CC4CCC(C(C4)OC)O)C)C)O)OC)C)C)C)OC. Cell line: MCF7. Synergy scores: CSS=27.1, Synergy_ZIP=-5.09, Synergy_Bliss=-6.40, Synergy_Loewe=-2.30, Synergy_HSA=-1.52. (5) Drug 1: C1=CC(=CC=C1CCCC(=O)O)N(CCCl)CCCl. Drug 2: CC1C(C(CC(O1)OC2CC(CC3=C2C(=C4C(=C3O)C(=O)C5=CC=CC=C5C4=O)O)(C(=O)C)O)N)O. Cell line: HCT116. Synergy scores: CSS=40.9, Synergy_ZIP=-0.00790, Synergy_Bliss=1.25, Synergy_Loewe=-24.0, Synergy_HSA=2.70.